This data is from Reaction yield outcomes from USPTO patents with 853,638 reactions. The task is: Predict the reaction yield, written as a fraction of the theoretical maximum amount of product (1.0 means a 100% yield; for example, 0.34 means a 34% yield). (1) The reactants are [N:1]([Sn](CCCC)(CCCC)CCCC)=[N+:2]=[N-:3].[C:17]([C:19]1[CH:20]=[CH:21][C:22]2[N:28]3[CH2:29][C@H:25]([CH2:26][CH2:27]3)[N:24]([C:30]([NH:32][C:33]3[CH:38]=[N:37][CH:36]=[CH:35][N:34]=3)=[O:31])[C:23]=2[N:39]=1)#[N:18]. The catalyst is O1CCCC1.ClCCl. The product is [N:34]1[CH:35]=[CH:36][N:37]=[CH:38][C:33]=1[NH:32][C:30]([N:24]1[C@@H:25]2[CH2:29][N:28]([CH2:27][CH2:26]2)[C:22]2[CH:21]=[CH:20][C:19]([C:17]3[N:1]=[N:2][NH:3][N:18]=3)=[N:39][C:23]1=2)=[O:31]. The yield is 0.284. (2) The reactants are [N+:1]([C:4]1[CH:10]=[CH:9][C:7]([NH2:8])=[CH:6][CH:5]=1)([O-:3])=[O:2].[F:11][C:12]([F:23])([F:22])[C:13](O[C:13](=[O:14])[C:12]([F:23])([F:22])[F:11])=[O:14]. The catalyst is N1C=CC=CC=1. The product is [F:11][C:12]([F:23])([F:22])[C:13]([NH:8][C:7]1[CH:9]=[CH:10][C:4]([N+:1]([O-:3])=[O:2])=[CH:5][CH:6]=1)=[O:14]. The yield is 0.970. (3) The product is [Br:32][CH2:16][CH2:15][CH2:14][CH2:13][O:11][C:1](=[O:12])[C:2]1[CH:10]=[CH:9][C:7]([OH:8])=[C:4]([O:5][CH3:6])[CH:3]=1. The catalyst is O1CCCC1. The reactants are [C:1]([OH:12])(=[O:11])[C:2]1[CH:10]=[CH:9][C:7]([OH:8])=[C:4]([O:5][CH3:6])[CH:3]=1.[C:13]1(P([C:14]2[CH:13]=CC=[CH:16][CH:15]=2)[C:14]2[CH:13]=CC=[CH:16][CH:15]=2)C=C[CH:16]=[CH:15][CH:14]=1.[Br:32]C(Br)(Br)Br. The yield is 0.904. (4) The reactants are [C-]#N.[Na+].Br[C:5]1[CH:10]=[CH:9][C:8]([NH:11][C:12](=[O:14])[CH3:13])=[C:7]([F:15])[CH:6]=1.C1(C)C=CC=CC=1.[CH3:23][NH:24]CCNC. The yield is 0.870. The catalyst is N.[Cu]I. The product is [C:23]([C:5]1[CH:10]=[CH:9][C:8]([NH:11][C:12](=[O:14])[CH3:13])=[C:7]([F:15])[CH:6]=1)#[N:24]. (5) The reactants are C[O:2][CH:3]([O:11]C)[CH2:4][O:5][CH:6]([CH3:10])[CH:7](O)[CH3:8]. The catalyst is S(=O)(=O)(O)O.O. The product is [CH3:10][CH:6]1[CH:7]([CH3:8])[O:11][CH:3]([OH:2])[CH2:4][O:5]1. The yield is 0.555. (6) The reactants are [Si]([O:8][CH2:9][CH2:10][N:11]([C:22]1[CH:27]=[CH:26][C:25]([N:28]2[CH2:32][CH2:31][N:30]([CH2:33][C:34]([O:36][CH2:37][CH3:38])=[O:35])[C:29]2=[O:39])=[C:24]([O:40][C:41]([F:44])([F:43])[F:42])[CH:23]=1)[C:12]([C:14]1[C:15](Cl)=[N:16][CH:17]=[N:18][C:19]=1[Cl:20])=[O:13])(C(C)(C)C)(C)C.NC1C2C(=O)N(C3C=CC(C4C=NN(CCC(OCC)=O)C=4)=C(F)C=3)CCOC=2N=CN=1.C([O-])([O-])=O.[Cs+].[Cs+].CC(C1C=C(C(C)C)C(C2C=CC=CC=2P(C2CCCCC2)C2CCCCC2)=C(C(C)C)C=1)C. The catalyst is C1(C)C=CC=CC=1.C(Cl)Cl.C1C=CC(/C=C/C(/C=C/C2C=CC=CC=2)=O)=CC=1.C1C=CC(/C=C/C(/C=C/C2C=CC=CC=2)=O)=CC=1.C1C=CC(/C=C/C(/C=C/C2C=CC=CC=2)=O)=CC=1.[Pd].[Pd]. The product is [Cl:20][C:19]1[C:14]2[C:12](=[O:13])[N:11]([C:22]3[CH:27]=[CH:26][C:25]([N:28]4[CH2:32][CH2:31][N:30]([CH2:33][C:34]([O:36][CH2:37][CH3:38])=[O:35])[C:29]4=[O:39])=[C:24]([O:40][C:41]([F:43])([F:44])[F:42])[CH:23]=3)[CH2:10][CH2:9][O:8][C:15]=2[N:16]=[CH:17][N:18]=1. The yield is 0.113. (7) The reactants are [O:1]=[S:2]1(=[O:28])[C:7]2[CH:8]=[CH:9][CH:10]=[CH:11][C:6]=2[NH:5][C:4]([C:12]2[C:13](=[O:27])[N:14]([CH2:22][CH2:23][CH:24]([CH3:26])[CH3:25])[NH:15][CH:16]([CH:19]([CH3:21])[CH3:20])[C:17]=2[OH:18])=[N:3]1.[N+:29]([O-])([OH:31])=[O:30]. The product is [OH:18][C:17]1[C:16]([CH:19]([CH3:21])[CH3:20])=[N:15][N:14]([CH2:22][CH2:23][CH:24]([CH3:26])[CH3:25])[C:13](=[O:27])[C:12]=1[C:4]1[NH:5][C:6]2[CH:11]=[CH:10][C:9]([N+:29]([O-:31])=[O:30])=[CH:8][C:7]=2[S:2](=[O:1])(=[O:28])[N:3]=1. The catalyst is OS(O)(=O)=O. The yield is 0.850.